From a dataset of Reaction yield outcomes from USPTO patents with 853,638 reactions. Predict the reaction yield, written as a fraction of the theoretical maximum amount of product (1.0 means a 100% yield; for example, 0.34 means a 34% yield). (1) The reactants are [F:1][C:2]([F:24])([F:23])[C:3]1[CH:4]=[C:5]([N:13]2[CH2:17][CH2:16][CH:15]([S:18][CH2:19][C:20]([OH:22])=[O:21])[CH2:14]2)[CH:6]=[C:7]([C:9]([F:12])([F:11])[F:10])[CH:8]=1.[OH:25]OS([O-])=O.[K+].S(OOS([O-])(=O)=O)([O-])(=O)=O. The catalyst is CC(C)=O. The product is [F:24][C:2]([F:1])([F:23])[C:3]1[CH:4]=[C:5]([N:13]2[CH2:17][CH2:16][CH:15]([S:18]([CH2:19][C:20]([OH:22])=[O:21])=[O:25])[CH2:14]2)[CH:6]=[C:7]([C:9]([F:11])([F:10])[F:12])[CH:8]=1. The yield is 0.990. (2) The reactants are [C:1]12([C:11]3[CH:16]=[CH:15][C:14]([CH2:17][CH2:18][NH2:19])=[CH:13][C:12]=3[O:20][CH:21]([CH3:23])[CH3:22])[CH2:10][CH:5]3[CH2:6][CH:7]([CH2:9][CH:3]([CH2:4]3)[CH2:2]1)[CH2:8]2.[CH:24](O)=O. No catalyst specified. The product is [C:1]12([C:11]3[CH:16]=[C:15]4[C:14]([CH2:17][CH2:18][NH:19][CH2:24]4)=[CH:13][C:12]=3[O:20][CH:21]([CH3:23])[CH3:22])[CH2:2][CH:3]3[CH2:9][CH:7]([CH2:6][CH:5]([CH2:4]3)[CH2:10]1)[CH2:8]2. The yield is 0.410.